Dataset: Forward reaction prediction with 1.9M reactions from USPTO patents (1976-2016). Task: Predict the product of the given reaction. (1) Given the reactants C([Li])CCC.CCCCCC.[C:12]([O:15][C:16]([CH3:19])([CH3:18])[CH3:17])(=[O:14])[CH3:13].[C:20]([CH2:22][CH:23]([O:30][Si:31]([C:44]([CH3:47])([CH3:46])[CH3:45])([C:38]1[CH:43]=[CH:42][CH:41]=[CH:40][CH:39]=1)[C:32]1[CH:37]=[CH:36][CH:35]=[CH:34][CH:33]=1)[CH2:24][C:25](OCC)=[O:26])#[N:21], predict the reaction product. The product is: [C:20]([CH2:22][CH:23]([O:30][Si:31]([C:44]([CH3:47])([CH3:46])[CH3:45])([C:38]1[CH:43]=[CH:42][CH:41]=[CH:40][CH:39]=1)[C:32]1[CH:33]=[CH:34][CH:35]=[CH:36][CH:37]=1)[CH2:24][C:25](=[O:26])[CH2:13][C:12]([O:15][C:16]([CH3:19])([CH3:18])[CH3:17])=[O:14])#[N:21]. (2) Given the reactants [H-].[Na+].[C:3]([O:11][CH2:12][CH3:13])(=[O:10])[CH2:4][C:5]([O:7][CH2:8][CH3:9])=[O:6].[C:14]([O:18][C:19]([NH:21][C@@H:22]([C@@H:47]([O:58][Si:59]([C:62]([CH3:65])([CH3:64])[CH3:63])([CH3:61])[CH3:60])[C:48]1[CH:53]=[CH:52][C:51]([C:54]([F:57])([F:56])[F:55])=[CH:50][CH:49]=1)[CH2:23][N:24]([C:32]1[S:33][C:34]([C:37]2[CH:42]=[CH:41][C:40]([N+:43]([O-:45])=[O:44])=[C:39](F)[CH:38]=2)=[N:35][N:36]=1)[C:25](=[O:31])[O:26][C:27]([CH3:30])([CH3:29])[CH3:28])=[O:20])([CH3:17])([CH3:16])[CH3:15], predict the reaction product. The product is: [C:27]([O:26][C:25]([N:24]([CH2:23][C@@H:22]([NH:21][C:19]([O:18][C:14]([CH3:17])([CH3:16])[CH3:15])=[O:20])[C@@H:47]([O:58][Si:59]([C:62]([CH3:63])([CH3:64])[CH3:65])([CH3:61])[CH3:60])[C:48]1[CH:53]=[CH:52][C:51]([C:54]([F:57])([F:56])[F:55])=[CH:50][CH:49]=1)[C:32]1[S:33][C:34]([C:37]2[CH:42]=[CH:41][C:40]([N+:43]([O-:45])=[O:44])=[C:39]([CH:4]([C:5]([O:7][CH2:8][CH3:9])=[O:6])[C:3]([O:11][CH2:12][CH3:13])=[O:10])[CH:38]=2)=[N:35][N:36]=1)=[O:31])([CH3:28])([CH3:29])[CH3:30]. (3) Given the reactants C([Sn](CCCC)(CCCC)[C:6]1[S:10][CH:9]=[N:8][CH:7]=1)CCC.Br[C:20]1[N:25]=[C:24]([NH:26][C:27]2[CH:32]=[C:31]([C:33]3[CH:34]=[N:35][N:36]([CH2:38][C:39]4[CH:44]=[CH:43][C:42]([O:45][CH3:46])=[CH:41][CH:40]=4)[CH:37]=3)[CH:30]=[CH:29][N:28]=2)[CH:23]=[C:22]([CH3:47])[CH:21]=1, predict the reaction product. The product is: [CH3:46][O:45][C:42]1[CH:41]=[CH:40][C:39]([CH2:38][N:36]2[CH:37]=[C:33]([C:31]3[CH:30]=[CH:29][N:28]=[C:27]([NH:26][C:24]4[CH:23]=[C:22]([CH3:47])[CH:21]=[C:20]([C:6]5[S:10][CH:9]=[N:8][CH:7]=5)[N:25]=4)[CH:32]=3)[CH:34]=[N:35]2)=[CH:44][CH:43]=1. (4) Given the reactants [OH:1]/[N:2]=[C:3]1\[CH2:4][C@@H:5]2[C@@H:14]([C@:15]3([CH3:22])[CH:20]\1[CH2:19][C:18](=O)[CH2:17][CH2:16]3)[CH2:13][CH2:12][C@@:10]1([CH3:11])[C@H:6]2[CH2:7][CH2:8][C:9]1=[O:23].[ClH:24].Cl.[NH2:26][C@H:27]([CH3:31])[CH2:28][O:29][NH2:30], predict the reaction product. The product is: [NH2:26][C@H:27]([CH3:31])[CH2:28][O:29][N:30]=[C:18]1[CH2:19][CH2:20][C@@:15]2([CH3:22])[CH:16]([CH2:3][CH2:4][C@@H:5]3[C@@H:14]2[CH2:13][CH2:12][C@@:10]2([CH3:11])[C@H:6]3[CH2:7][CH2:8][CH2:9]2)[CH2:17]1.[ClH:24].[OH:1]/[N:2]=[C:3]1\[CH2:4][C@@H:5]2[C@@H:14]([C@:15]3([CH3:22])[CH:20]\1[CH2:19][CH2:18][CH2:17][CH2:16]3)[CH2:13][CH2:12][C@@:10]1([CH3:11])[C@H:6]2[CH2:7][CH2:8][C:9]1=[O:23].